Dataset: Full USPTO retrosynthesis dataset with 1.9M reactions from patents (1976-2016). Task: Predict the reactants needed to synthesize the given product. Given the product [CH3:1][C:2]1[N:3]([C:25]([O:24][C:21]([CH3:23])([CH3:22])[CH3:20])=[O:26])[N:4]=[C:5]2[C:14]3[CH:13]=[C:12]4[CH2:15][CH2:16][CH2:17][CH2:18][C:11]4=[CH:10][C:9]=3[NH:8][C:7](=[O:19])[C:6]=12, predict the reactants needed to synthesize it. The reactants are: [CH3:1][C:2]1[NH:3][N:4]=[C:5]2[C:14]3[CH:13]=[C:12]4[CH2:15][CH2:16][CH2:17][CH2:18][C:11]4=[CH:10][C:9]=3[NH:8][C:7](=[O:19])[C:6]=12.[CH3:20][C:21]([O:24][C:25](O[C:25]([O:24][C:21]([CH3:23])([CH3:22])[CH3:20])=[O:26])=[O:26])([CH3:23])[CH3:22].